Dataset: Full USPTO retrosynthesis dataset with 1.9M reactions from patents (1976-2016). Task: Predict the reactants needed to synthesize the given product. (1) Given the product [C:1]([NH:9][C:10]1[CH:11]=[CH:12][C:13]([C:16]2[N:21]=[CH:20][N:19]=[C:18]([NH:22][C@H:23]([C:31]([OH:33])=[O:32])[CH2:24][C:25]3[CH:30]=[CH:29][CH:28]=[CH:27][CH:26]=3)[CH:17]=2)=[CH:14][CH:15]=1)(=[O:8])[C:2]1[CH:7]=[CH:6][CH:5]=[CH:4][CH:3]=1, predict the reactants needed to synthesize it. The reactants are: [C:1]([NH:9][C:10]1[CH:15]=[CH:14][C:13]([C:16]2[N:21]=[CH:20][N:19]=[C:18]([NH:22][C@H:23]([C:31]([O:33]C)=[O:32])[CH2:24][C:25]3[CH:30]=[CH:29][CH:28]=[CH:27][CH:26]=3)[CH:17]=2)=[CH:12][CH:11]=1)(=[O:8])[C:2]1[CH:7]=[CH:6][CH:5]=[CH:4][CH:3]=1.[OH-].[Na+]. (2) The reactants are: [C:1]12([CH2:11][O:12][C:13]3[CH:14]=[C:15]([CH2:19][CH2:20][NH:21][CH2:22][C@@H:23]([C:25]4[CH:34]=[CH:33][C:32]([O:35]CC5C=CC=CC=5)=[C:31]5[C:26]=4[CH:27]=[CH:28][C:29](=[O:43])[NH:30]5)[OH:24])[CH:16]=[CH:17][CH:18]=3)[CH2:10][CH:5]3[CH2:6][CH:7]([CH2:9][CH:3]([CH2:4]3)[CH2:2]1)[CH2:8]2.Cl. Given the product [C:1]12([CH2:11][O:12][C:13]3[CH:14]=[C:15]([CH2:19][CH2:20][NH:21][CH2:22][C@@H:23]([C:25]4[CH:34]=[CH:33][C:32]([OH:35])=[C:31]5[C:26]=4[CH:27]=[CH:28][C:29](=[O:43])[NH:30]5)[OH:24])[CH:16]=[CH:17][CH:18]=3)[CH2:10][CH:5]3[CH2:4][CH:3]([CH2:9][CH:7]([CH2:6]3)[CH2:8]1)[CH2:2]2, predict the reactants needed to synthesize it.